From a dataset of Forward reaction prediction with 1.9M reactions from USPTO patents (1976-2016). Predict the product of the given reaction. (1) Given the reactants [Li][CH2:2][CH2:3][CH2:4][CH3:5].C1[C:11]2[CH:12]=[CH:13][C:10]=2[CH:9]=[C:8](C=O)C=1.[NH4+].[Cl-].C([O-])(O)=O.[Na+], predict the reaction product. The product is: [CH:4]([C:3]1[CH:2]=[CH:8][CH:9]=[C:10]2[CH2:13][CH2:12][C:11]=12)=[CH2:5]. (2) Given the reactants FC(F)(F)C(O)=O.[C:8]([N:11]1[C:20]2[C:15](=[C:16]([O:39][C:40]3[CH:45]=[CH:44][C:43]([C:46](=[O:48])[NH2:47])=[CH:42][CH:41]=3)[C:17]([C:21]3[CH:22]=[N:23][N:24]([CH:26]4[CH2:31][CH2:30][N:29](C(OC(C)(C)C)=O)[CH2:28][CH2:27]4)[CH:25]=3)=[CH:18][CH:19]=2)[CH2:14][CH2:13][C@@H:12]1[CH3:49])(=[O:10])[CH3:9], predict the reaction product. The product is: [C:8]([N:11]1[C:20]2[C:15](=[C:16]([O:39][C:40]3[CH:41]=[CH:42][C:43]([C:46]([NH2:47])=[O:48])=[CH:44][CH:45]=3)[C:17]([C:21]3[CH:22]=[N:23][N:24]([CH:26]4[CH2:31][CH2:30][NH:29][CH2:28][CH2:27]4)[CH:25]=3)=[CH:18][CH:19]=2)[CH2:14][CH2:13][C@@H:12]1[CH3:49])(=[O:10])[CH3:9]. (3) Given the reactants [OH:1][C:2]([CH2:10][CH2:11][C:12]1[CH:17]=[CH:16][CH:15]=[CH:14][CH:13]=1)([CH2:7][CH2:8][CH3:9])[CH2:3][C:4]([OH:6])=[O:5].C1(CCC(=O)CCC)C=CC=CC=1.[CH2:31]([O:33][C:34](=[O:37])[CH2:35]Br)[CH3:32], predict the reaction product. The product is: [C:34]([O:33][CH2:31][CH3:32])(=[O:37])[CH3:35].[OH:1][C:2]([CH2:10][CH2:11][C:12]1[CH:13]=[CH:14][CH:15]=[CH:16][CH:17]=1)([CH2:7][CH2:8][CH3:9])[CH2:3][C:4]([OH:6])=[O:5]. (4) Given the reactants [NH:1]1[C:9]2[C:4](=[CH:5][CH:6]=[CH:7][C:8]=2[C:10]([O:12][CH3:13])=[O:11])[CH:3]=[CH:2]1.N1C2C(=CC=CC=2)C=[C:15]1C(OCC)=O, predict the reaction product. The product is: [CH3:15][N:1]1[C:9]2[C:4](=[CH:5][CH:6]=[CH:7][C:8]=2[C:10]([O:12][CH3:13])=[O:11])[CH:3]=[CH:2]1.